Predict which catalyst facilitates the given reaction. From a dataset of Catalyst prediction with 721,799 reactions and 888 catalyst types from USPTO. (1) Reactant: O.[OH-].[Na+].C[O:5][C:6]([C:8]1([C:13]2[CH:18]=[CH:17][C:16]([NH:19][C:20]3[N:25]=[C:24]([NH:26][CH2:27][CH:28]4[CH2:30][CH2:29]4)[CH:23]=[C:22]([C:31]4[CH:36]=[CH:35][C:34]([F:37])=[CH:33][CH:32]=4)[N:21]=3)=[CH:15][CH:14]=2)[CH2:12][CH2:11][CH2:10][CH2:9]1)=[O:7]. Product: [CH:28]1([CH2:27][NH:26][C:24]2[CH:23]=[C:22]([C:31]3[CH:32]=[CH:33][C:34]([F:37])=[CH:35][CH:36]=3)[N:21]=[C:20]([NH:19][C:16]3[CH:17]=[CH:18][C:13]([C:8]4([C:6]([OH:7])=[O:5])[CH2:9][CH2:10][CH2:11][CH2:12]4)=[CH:14][CH:15]=3)[N:25]=2)[CH2:30][CH2:29]1. The catalyst class is: 5. (2) Reactant: [BH4-].[Na+].C(O)C.[Cl:6][C:7]1[CH:12]=[CH:11][N:10]=[C:9]2[CH:13]=[C:14]([CH:16]=[O:17])[S:15][C:8]=12. Product: [Cl:6][C:7]1[CH:12]=[CH:11][N:10]=[C:9]2[CH:13]=[C:14]([CH2:16][OH:17])[S:15][C:8]=12. The catalyst class is: 6.